From a dataset of Full USPTO retrosynthesis dataset with 1.9M reactions from patents (1976-2016). Predict the reactants needed to synthesize the given product. (1) Given the product [CH2:1]([O:8][N:9]1[C:15](=[O:16])[N:14]2[CH2:17][C@H:10]1[CH2:11][CH2:12][C@H:13]2[C:18]([NH:21][O:22][C@@H:23]1[CH2:28][CH2:27][CH2:26][N:25]([C:29]([O:31][C:32]([CH3:35])([CH3:34])[CH3:33])=[O:30])[CH2:24]1)=[O:20])[C:2]1[CH:3]=[CH:4][CH:5]=[CH:6][CH:7]=1, predict the reactants needed to synthesize it. The reactants are: [CH2:1]([O:8][N:9]1[C:15](=[O:16])[N:14]2[CH2:17][C@H:10]1[CH2:11][CH2:12][C@H:13]2[C:18]([OH:20])=O)[C:2]1[CH:7]=[CH:6][CH:5]=[CH:4][CH:3]=1.[NH2:21][O:22][C@@H:23]1[CH2:28][CH2:27][CH2:26][N:25]([C:29]([O:31][C:32]([CH3:35])([CH3:34])[CH3:33])=[O:30])[CH2:24]1.ON1C2C=CC=CC=2N=N1.Cl.C(N=C=NCCCN(C)C)C. (2) Given the product [O:9]1[CH2:13][CH2:12][O:11][CH:10]1[C:14]1[CH:15]=[CH:16][C:17]([CH2:20][OH:21])=[N:18][CH:19]=1, predict the reactants needed to synthesize it. The reactants are: C(O)C.O1CCCC1.[O:9]1[CH2:13][CH2:12][O:11][CH:10]1[C:14]1[CH:15]=[CH:16][C:17]([CH:20]=[O:21])=[N:18][CH:19]=1.[BH4-].[Na+].